From a dataset of Full USPTO retrosynthesis dataset with 1.9M reactions from patents (1976-2016). Predict the reactants needed to synthesize the given product. The reactants are: [CH3:1][O:2][C:3]([C:5]1[N:6]=[C:7]([C:10]2[CH:15]=[CH:14][CH:13]=[C:12]([C:16](Cl)=[O:17])[CH:11]=2)[O:8][CH:9]=1)=[O:4].[C:19]([OH:30])(=[O:29])[C:20]1[CH:28]=[CH:27][CH:26]=[C:22]([C:23]([OH:25])=[O:24])[CH:21]=1.CN(C)C(N(C)C)=N.[CH2:39](Br)[CH:40]=[CH2:41]. Given the product [CH3:1][O:2][C:3]([C:5]1[N:6]=[C:7]([C:10]2[CH:15]=[CH:14][CH:13]=[C:12]([C:16](=[O:17])[CH2:22][C:23]([OH:25])=[O:24])[CH:11]=2)[O:8][CH:9]=1)=[O:4].[CH2:41]([O:24][C:23](=[O:25])[C:22]1[CH:26]=[CH:27][CH:28]=[C:20]([C:19]([OH:30])=[O:29])[CH:21]=1)[CH:40]=[CH2:39], predict the reactants needed to synthesize it.